From a dataset of Forward reaction prediction with 1.9M reactions from USPTO patents (1976-2016). Predict the product of the given reaction. (1) Given the reactants [NH:1]1[C:10]2[C:5](=[CH:6][CH:7]=[CH:8][CH:9]=2)[CH2:4][CH2:3][CH:2]1[CH2:11][OH:12].N1C=CN=C1.[Si:18](Cl)([C:21]([CH3:24])([CH3:23])[CH3:22])([CH3:20])[CH3:19], predict the reaction product. The product is: [Si:18]([O:12][CH2:11][CH:2]1[CH2:3][CH2:4][C:5]2[C:10](=[CH:9][CH:8]=[CH:7][CH:6]=2)[NH:1]1)([C:21]([CH3:24])([CH3:23])[CH3:22])([CH3:20])[CH3:19]. (2) Given the reactants C1(CONC([C:9]2[C:10](NC3C=CC(Br)=CC=3Cl)=[C:11](Cl)[C:12]3[N:13]([C:15](CN(C)C)=CN=3)[CH:14]=2)=O)CC1.[OH:32][CH2:33][CH2:34][O:35][NH:36][C:37]([C:39]1[C:40]([NH:49][C:50]2[CH:55]=[CH:54][C:53]([Br:56])=[CH:52][C:51]=2[Cl:57])=[C:41]([Cl:48])[C:42]2[N:43]([CH:45]=[CH:46][N:47]=2)[CH:44]=1)=[O:38].CNC, predict the reaction product. The product is: [OH:32][CH2:33][CH2:34][O:35][NH:36][C:37]([C:39]1[C:40]([NH:49][C:50]2[CH:55]=[CH:54][C:53]([Br:56])=[CH:52][C:51]=2[Cl:57])=[C:41]([Cl:48])[C:42]2[N:43]([C:45]([CH2:15][N:13]3[CH2:14][CH2:9][CH2:10][CH2:11][CH2:12]3)=[CH:46][N:47]=2)[CH:44]=1)=[O:38].